Regression. Given a peptide amino acid sequence and an MHC pseudo amino acid sequence, predict their binding affinity value. This is MHC class I binding data. From a dataset of Peptide-MHC class I binding affinity with 185,985 pairs from IEDB/IMGT. (1) The peptide sequence is KQRKPGGPW. The MHC is HLA-B07:02 with pseudo-sequence HLA-B07:02. The binding affinity (normalized) is 0.213. (2) The peptide sequence is ITYSSSMMW. The MHC is HLA-A30:02 with pseudo-sequence HLA-A30:02. The binding affinity (normalized) is 0.0600. (3) The peptide sequence is RPFLCCKCCY. The binding affinity (normalized) is 0.284. The MHC is HLA-B07:02 with pseudo-sequence HLA-B07:02.